Regression/Classification. Given a drug SMILES string, predict its absorption, distribution, metabolism, or excretion properties. Task type varies by dataset: regression for continuous measurements (e.g., permeability, clearance, half-life) or binary classification for categorical outcomes (e.g., BBB penetration, CYP inhibition). Dataset: rlm. From a dataset of Rat liver microsome stability data. (1) The molecule is CN(c1ncccc1CNc1nc(Nc2ccc3c(c2)CC(=O)N3)ncc1C(F)(F)F)S(C)(=O)=O. The result is 0 (unstable in rat liver microsomes). (2) The drug is C=CC(=O)NCc1coc(-c2c(N)ncnc2Nc2ccc(OCc3cccc(F)c3)c(Cl)c2)n1. The result is 1 (stable in rat liver microsomes).